This data is from Forward reaction prediction with 1.9M reactions from USPTO patents (1976-2016). The task is: Predict the product of the given reaction. (1) The product is: [I:20][C:5]1[CH:4]=[CH:3][C:2]([N:7]2[CH2:12][CH2:11][N:10]([C:13]([O:15][C:16]([CH3:19])([CH3:18])[CH3:17])=[O:14])[CH2:9][CH2:8]2)=[N:1][CH:6]=1. Given the reactants [N:1]1[CH:6]=[CH:5][CH:4]=[CH:3][C:2]=1[N:7]1[CH2:12][CH2:11][N:10]([C:13]([O:15][C:16]([CH3:19])([CH3:18])[CH3:17])=[O:14])[CH2:9][CH2:8]1.[I:20]N1C(=O)CCC1=O.C(OOC(=O)C1C=CC=CC=1)(=O)C1C=CC=CC=1, predict the reaction product. (2) Given the reactants [NH2:1][OH:2].C1COCC1.Cl.[CH3:9][N:10]([CH2:12][C:13]1[CH:18]=[CH:17][C:16]([S:19]([N:22]2[CH:26]=[CH:25][C:24](/[CH:27]=[CH:28]/[C:29]([Cl:31])=[O:30])=[CH:23]2)(=[O:21])=[O:20])=[CH:15][CH:14]=1)[CH3:11].CC(C)=O, predict the reaction product. The product is: [ClH:31].[CH3:9][N:10]([CH2:12][C:13]1[CH:18]=[CH:17][C:16]([S:19]([N:22]2[CH:26]=[CH:25][C:24](/[CH:27]=[CH:28]/[C:29]([NH:1][OH:2])=[O:30])=[CH:23]2)(=[O:21])=[O:20])=[CH:15][CH:14]=1)[CH3:11]. (3) Given the reactants [F:1][C@H:2]1[C@@H:7]([O:8][C:9]2[CH:16]=[CH:15][C:14]([C:17]3[N:22]=[C:21]([NH:23][C:24]4[CH:29]=[CH:28][C:27]([N:30]5[CH2:35][CH2:34][N:33]([CH:36]6[CH2:39][O:38][CH2:37]6)[CH2:32][CH2:31]5)=[CH:26][CH:25]=4)[N:20]=[CH:19][N:18]=3)=[CH:13][C:10]=2[C:11]#[N:12])[CH2:6][CH2:5][NH:4][CH2:3]1.C(OC([N:47]1[CH2:52][CH2:51][CH2:50][CH2:49][C@H:48]1[C:53](O)=[O:54])=O)(C)(C)C.CN(C(ON1N=NC2C=CC=NC1=2)=[N+](C)C)C.F[P-](F)(F)(F)(F)F, predict the reaction product. The product is: [F:1][C@H:2]1[C@@H:7]([O:8][C:9]2[CH:16]=[CH:15][C:14]([C:17]3[N:22]=[C:21]([NH:23][C:24]4[CH:29]=[CH:28][C:27]([N:30]5[CH2:31][CH2:32][N:33]([CH:36]6[CH2:39][O:38][CH2:37]6)[CH2:34][CH2:35]5)=[CH:26][CH:25]=4)[N:20]=[CH:19][N:18]=3)=[CH:13][C:10]=2[C:11]#[N:12])[CH2:6][CH2:5][N:4]([C:53]([C@@H:48]2[CH2:49][CH2:50][CH2:51][CH2:52][NH:47]2)=[O:54])[CH2:3]1. (4) Given the reactants FC1C(C(O)=O)=C([N:11]2[N:15]=[CH:14][CH:13]=[N:12]2)C(C)=CC=1.[F:17][C:18]1[C:19]([CH3:28])=[CH:20][C:21](I)=[C:22]([CH:26]=1)[C:23]([OH:25])=[O:24], predict the reaction product. The product is: [F:17][C:18]1[C:19]([CH3:28])=[CH:20][C:21]([N:11]2[N:15]=[CH:14][CH:13]=[N:12]2)=[C:22]([CH:26]=1)[C:23]([OH:25])=[O:24]. (5) Given the reactants Br[C:2]1[CH:10]=[C:9]([NH2:11])[C:8]([O:12][CH3:13])=[C:7]2[C:3]=1[C:4]1[CH:17]=[C:16]([CH3:18])[CH:15]=[N:14][C:5]=1[NH:6]2.[CH2:19]([S:21]([C:24]1[CH:25]=[C:26](B(O)O)[CH:27]=[CH:28][CH:29]=1)(=[O:23])=[O:22])[CH3:20].O1CCOCC1.C([O-])([O-])=O.[K+].[K+], predict the reaction product. The product is: [CH2:19]([S:21]([C:24]1[CH:29]=[C:28]([C:2]2[CH:10]=[C:9]([NH2:11])[C:8]([O:12][CH3:13])=[C:7]3[C:3]=2[C:4]2[CH:17]=[C:16]([CH3:18])[CH:15]=[N:14][C:5]=2[NH:6]3)[CH:27]=[CH:26][CH:25]=1)(=[O:22])=[O:23])[CH3:20]. (6) The product is: [Br:10][C:11]1[CH:18]=[CH:17][C:16]([O:19][C:2]2[CH:9]=[CH:8][C:5]([C:6]#[N:7])=[CH:4][N:3]=2)=[CH:15][C:12]=1[CH:13]=[O:14]. Given the reactants Cl[C:2]1[CH:9]=[CH:8][C:5]([C:6]#[N:7])=[CH:4][N:3]=1.[Br:10][C:11]1[CH:18]=[CH:17][C:16]([OH:19])=[CH:15][C:12]=1[CH:13]=[O:14].C([O-])([O-])=O.[K+].[K+].CCOC(C)=O, predict the reaction product.